From a dataset of Full USPTO retrosynthesis dataset with 1.9M reactions from patents (1976-2016). Predict the reactants needed to synthesize the given product. (1) Given the product [Br:16][CH2:17][CH2:18][CH2:19][CH2:20][CH2:21][CH2:22][O:1][C:2]1[CH:3]=[CH:4][C:5]([C:8]2[CH:13]=[CH:12][C:11]([C:14]#[N:15])=[CH:10][CH:9]=2)=[CH:6][CH:7]=1, predict the reactants needed to synthesize it. The reactants are: [OH:1][C:2]1[CH:7]=[CH:6][C:5]([C:8]2[CH:13]=[CH:12][C:11]([C:14]#[N:15])=[CH:10][CH:9]=2)=[CH:4][CH:3]=1.[Br:16][CH2:17][CH2:18][CH2:19][CH2:20][CH2:21][CH2:22]Br. (2) Given the product [CH3:15][N:14]([CH3:16])[C:12]1[C:11]([C:17]([F:20])([F:18])[F:19])=[CH:10][C:9]2[NH:21][C:22](=[O:37])[CH2:23][C:24]([C:25]3[CH:30]=[CH:29][CH:28]=[C:27]([N:31]4[CH:35]=[CH:34][CH:33]=[N:32]4)[CH:26]=3)=[N:7][C:8]=2[CH:13]=1, predict the reactants needed to synthesize it. The reactants are: C(OC(=O)[NH:7][C:8]1[CH:13]=[C:12]([N:14]([CH3:16])[CH3:15])[C:11]([C:17]([F:20])([F:19])[F:18])=[CH:10][C:9]=1[NH:21][C:22](=[O:37])[CH2:23][C:24](=O)[C:25]1[CH:30]=[CH:29][CH:28]=[C:27]([N:31]2[CH:35]=[CH:34][CH:33]=[N:32]2)[CH:26]=1)(C)(C)C.C(O)(C(F)(F)F)=O.